This data is from Full USPTO retrosynthesis dataset with 1.9M reactions from patents (1976-2016). The task is: Predict the reactants needed to synthesize the given product. (1) The reactants are: Cl.[NH2:2][C:3]1[CH:8]=[C:7]([CH2:9]Cl)[CH:6]=[CH:5][C:4]=1[C:11](=[O:13])[CH3:12].[CH3:14][NH:15][CH3:16]. Given the product [NH2:2][C:3]1[CH:8]=[C:7]([CH2:9][N:15]([CH3:16])[CH3:14])[CH:6]=[CH:5][C:4]=1[C:11](=[O:13])[CH3:12], predict the reactants needed to synthesize it. (2) Given the product [CH3:25][C:22]1[CH:23]=[CH:24][C:19]([C:10]2[CH:11]=[C:12]([N:14]3[CH:18]=[N:17][N:16]=[N:15]3)[CH:13]=[C:8]([C:6]([OH:7])=[O:5])[CH:9]=2)=[CH:20][CH:21]=1, predict the reactants needed to synthesize it. The reactants are: O[Li].O.C[O:5][C:6]([C:8]1[CH:9]=[C:10]([C:19]2[CH:24]=[CH:23][C:22]([CH3:25])=[CH:21][CH:20]=2)[CH:11]=[C:12]([N:14]2[CH:18]=[N:17][N:16]=[N:15]2)[CH:13]=1)=[O:7]. (3) Given the product [C:1]([N:61]1[CH2:62][CH2:63][N:58]([C:55]2[CH:56]=[CH:57][C:52]([C:44]3[NH:43][C:42](=[O:64])[C:41]4[C:46](=[CH:47][C:48]([O:50][CH3:51])=[CH:49][C:40]=4[O:39][CH3:38])[N:45]=3)=[CH:53][CH:54]=2)[CH2:59][CH2:60]1)(=[O:9])[C:2]1[CH:3]=[CH:4][N:5]=[CH:6][CH:7]=1, predict the reactants needed to synthesize it. The reactants are: [C:1]([OH:9])(=O)[C:2]1[CH:7]=[CH:6][N:5]=[CH:4][CH:3]=1.C1C=CC2N(O)N=NC=2C=1.CCN=C=NCCCN(C)C.CCN(CC)CC.[CH3:38][O:39][C:40]1[CH:49]=[C:48]([O:50][CH3:51])[CH:47]=[C:46]2[C:41]=1[C:42](=[O:64])[NH:43][C:44]([C:52]1[CH:57]=[CH:56][C:55]([N:58]3[CH2:63][CH2:62][NH:61][CH2:60][CH2:59]3)=[CH:54][CH:53]=1)=[N:45]2. (4) Given the product [O:16]=[C:12]1[CH2:13][CH2:14][CH2:15][N:11]1[C:8]1[N:6]2[N:7]=[C:2]([NH:17][CH2:18][C@@H:19]3[CH2:23][CH2:22][CH2:21][N:20]3[C:24]([O:26][C:27]([CH3:30])([CH3:29])[CH3:28])=[O:25])[CH:3]=[CH:4][C:5]2=[N:10][CH:9]=1, predict the reactants needed to synthesize it. The reactants are: Cl[C:2]1[CH:3]=[CH:4][C:5]2[N:6]([C:8]([N:11]3[CH2:15][CH2:14][CH2:13][C:12]3=[O:16])=[CH:9][N:10]=2)[N:7]=1.[NH2:17][CH2:18][C@@H:19]1[CH2:23][CH2:22][CH2:21][N:20]1[C:24]([O:26][C:27]([CH3:30])([CH3:29])[CH3:28])=[O:25]. (5) The reactants are: [I-].[CH2:2]([N+:6]1[C:10]([CH3:11])=[C:9]([CH3:12])[S:8][C:7]=1[CH3:13])[CH2:3][CH2:4][CH3:5].[CH:14]1([C:19](Cl)=[O:20])[CH2:18][CH2:17][CH2:16][CH2:15]1. Given the product [CH2:2]([N:6]1[C:10]([CH3:11])=[C:9]([CH3:12])[S:8]/[C:7]/1=[CH:13]\[C:19]([CH:14]1[CH2:18][CH2:17][CH2:16][CH2:15]1)=[O:20])[CH2:3][CH2:4][CH3:5], predict the reactants needed to synthesize it. (6) Given the product [N:1]([C:2]1[CH:3]=[CH:4][C:5]([C:6]([O:8][CH2:9][CH3:10])=[O:7])=[CH:11][CH:12]=1)=[C:21]=[O:23], predict the reactants needed to synthesize it. The reactants are: [NH2:1][C:2]1[CH:12]=[CH:11][C:5]([C:6]([O:8][CH2:9][CH3:10])=[O:7])=[CH:4][CH:3]=1.C(N(CC)CC)C.Cl[C:21](Cl)([O:23]C(=O)OC(Cl)(Cl)Cl)Cl.O.